From a dataset of Forward reaction prediction with 1.9M reactions from USPTO patents (1976-2016). Predict the product of the given reaction. (1) Given the reactants [C:1](Cl)(=[O:4])[CH:2]=[CH2:3].[CH3:6][C:7]([OH:12])([CH2:10][CH3:11])[CH2:8][CH3:9].C(N(CC)CC)C, predict the reaction product. The product is: [C:1]([O:12][C:7]([CH2:10][CH3:11])([CH3:6])[CH2:8][CH3:9])(=[O:4])[CH:2]=[CH2:3]. (2) The product is: [F:12][C:4]1[C:5]([O:10][CH3:11])=[CH:6][C:7]([O:8][CH3:9])=[C:2]([F:1])[C:3]=1[N:13]1[CH2:22][C:21]2[CH:20]=[N:19][C:18]3[N:23]([CH2:26][O:27][CH2:28][CH2:29][Si:30]([CH3:32])([CH3:33])[CH3:31])[CH:24]=[CH:25][C:17]=3[C:16]=2[C:15]2([CH2:34][CH2:35][N:36]([CH3:42])[CH2:37][CH2:38]2)[C:14]1=[O:39]. Given the reactants [F:1][C:2]1[C:7]([O:8][CH3:9])=[CH:6][C:5]([O:10][CH3:11])=[C:4]([F:12])[C:3]=1[N:13]1[CH2:22][C:21]2[CH:20]=[N:19][C:18]3[N:23]([CH2:26][O:27][CH2:28][CH2:29][Si:30]([CH3:33])([CH3:32])[CH3:31])[CH:24]=[CH:25][C:17]=3[C:16]=2[C:15]2([CH2:38][CH2:37][NH:36][CH2:35][CH2:34]2)[C:14]1=[O:39].C=O.[C:42](O[BH-](OC(=O)C)OC(=O)C)(=O)C.[Na+], predict the reaction product.